Task: Predict the product of the given reaction.. Dataset: Forward reaction prediction with 1.9M reactions from USPTO patents (1976-2016) (1) Given the reactants C[Si]([N-][Si](C)(C)C)(C)C.[Li+].[Cl:11][C:12]1[N:17]=[C:16]([NH:18][CH2:19][CH2:20][CH3:21])[N:15]=[C:14]([N:22]([CH3:25])[O:23][CH3:24])[N:13]=1.[C:26](Cl)(=[O:28])[CH3:27].C([O-])(O)=O.[Na+], predict the reaction product. The product is: [Cl:11][C:12]1[N:13]=[C:14]([N:22]([O:23][CH3:24])[CH3:25])[N:15]=[C:16]([N:18]([CH2:19][CH2:20][CH3:21])[C:26](=[O:28])[CH3:27])[N:17]=1. (2) Given the reactants Br[C:2]1[S:10][C:5]2[C:6](=[O:9])[NH:7][CH2:8][C:4]=2[CH:3]=1.[CH:11]1(B(O)O)[CH2:13][CH2:12]1.C(=O)([O-])[O-].[K+].[K+], predict the reaction product. The product is: [CH:11]1([C:2]2[S:10][C:5]3[C:6](=[O:9])[NH:7][CH2:8][C:4]=3[CH:3]=2)[CH2:13][CH2:12]1.